Task: Predict the product of the given reaction.. Dataset: Forward reaction prediction with 1.9M reactions from USPTO patents (1976-2016) (1) Given the reactants CO[N:3]=[C:4]1[C:12]2[C:7](=[CH:8][CH:9]=[C:10]([F:13])[CH:11]=2)[CH2:6][CH2:5]1, predict the reaction product. The product is: [F:13][C:10]1[CH:11]=[C:12]2[C:7]([CH2:6][CH2:5][CH:4]2[NH2:3])=[CH:8][CH:9]=1. (2) The product is: [Br:8][C:6]1[N:7]=[C:2]([O:16][C:10]2[CH:15]=[CH:14][CH:13]=[CH:12][CH:11]=2)[C:3]([NH2:9])=[N:4][CH:5]=1. Given the reactants Br[C:2]1[C:3]([NH2:9])=[N:4][CH:5]=[C:6]([Br:8])[N:7]=1.[C:10]1([OH:16])[CH:15]=[CH:14][CH:13]=[CH:12][CH:11]=1.C(=O)([O-])[O-].[K+].[K+], predict the reaction product. (3) Given the reactants [S:1]1[CH2:5][CH2:4][CH2:3][CH2:2]1.[F:6][C:7]([F:23])([F:22])[C:8]1[CH:13]=[C:12]([CH2:14][Br:15])[C:11]([C:16]([F:19])([F:18])[F:17])=[CH:10][C:9]=1[CH2:20]Br, predict the reaction product. The product is: [Br-:15].[Br-:15].[F:6][C:7]([F:23])([F:22])[C:8]1[CH:13]=[C:12]([CH2:14][S+:1]2[CH2:5][CH2:4][CH2:3][CH2:2]2)[C:11]([C:16]([F:19])([F:18])[F:17])=[CH:10][C:9]=1[CH2:20][S+:1]1[CH2:5][CH2:4][CH2:3][CH2:2]1. (4) Given the reactants CCN(C(C)C)C(C)C.Cl.[CH2:11]([C:18]([OH:20])=O)[CH2:12][C:13]1[N:17]=[CH:16][NH:15][CH:14]=1.CN(C(ON1N=NC2C=CC=CC1=2)=[N+](C)C)C.[B-](F)(F)(F)F.[NH2:43][C@H:44]([CH2:49][C:50]1[CH:55]=[CH:54][C:53]([O:56][CH3:57])=[CH:52][CH:51]=1)[C:45]([O:47][CH3:48])=[O:46].[OH-].[Na+], predict the reaction product. The product is: [NH:15]1[CH:14]=[C:13]([CH2:12][CH2:11][C:18]([NH:43][C@H:44]([CH2:49][C:50]2[CH:51]=[CH:52][C:53]([O:56][CH3:57])=[CH:54][CH:55]=2)[C:45]([O:47][CH3:48])=[O:46])=[O:20])[N:17]=[CH:16]1. (5) Given the reactants BrC[C:3]1[C:12]2[C:7](=[CH:8][C:9]([O:13]C)=[CH:10][CH:11]=2)[O:6][C:5](=[O:15])[C:4]=1[C:16]1[C:17]([O:24][CH3:25])=[N:18][C:19]([O:22]C)=[N:20][CH:21]=1.B(Br)(Br)Br, predict the reaction product. The product is: [OH:22][C:19]1[N:20]=[CH:21][C:16]2[C:4]3[C:5](=[O:15])[O:6][C:7]4[C:12](=[CH:11][CH:10]=[C:9]([OH:13])[CH:8]=4)[C:3]=3[CH2:25][O:24][C:17]=2[N:18]=1. (6) Given the reactants C([O:8][C:9]1[CH:28]=[CH:27][C:12]([CH2:13][NH:14][C:15](=[O:26])[C@@H:16]([NH:20][S:21]([CH2:24][CH3:25])(=[O:23])=[O:22])[CH:17]([CH3:19])[CH3:18])=[CH:11][C:10]=1[O:29][CH3:30])C1C=CC=CC=1, predict the reaction product. The product is: [CH2:24]([S:21]([NH:20][C@@H:16]([CH:17]([CH3:18])[CH3:19])[C:15]([NH:14][CH2:13][C:12]1[CH:27]=[CH:28][C:9]([OH:8])=[C:10]([O:29][CH3:30])[CH:11]=1)=[O:26])(=[O:22])=[O:23])[CH3:25]. (7) Given the reactants [CH3:1][O:2][C:3]1[CH:8]=[CH:7][C:6]([N:9]2[CH2:14][CH2:13][O:12][CH2:11][CH2:10]2)=[CH:5][C:4]=1[N+:15]([O-])=O.CO, predict the reaction product. The product is: [CH3:1][O:2][C:3]1[CH:8]=[CH:7][C:6]([N:9]2[CH2:10][CH2:11][O:12][CH2:13][CH2:14]2)=[CH:5][C:4]=1[NH2:15]. (8) Given the reactants [NH:1]1[CH2:6][CH2:5][C:4]2([C:10]3[CH:11]=[CH:12][C:13]([OH:15])=[CH:14][C:9]=3[O:8][CH2:7]2)[CH2:3][CH2:2]1.[C:16](O[C:16]([O:18][C:19]([CH3:22])([CH3:21])[CH3:20])=[O:17])([O:18][C:19]([CH3:22])([CH3:21])[CH3:20])=[O:17], predict the reaction product. The product is: [OH:15][C:13]1[CH:12]=[CH:11][C:10]2[C:4]3([CH2:7][O:8][C:9]=2[CH:14]=1)[CH2:5][CH2:6][N:1]([C:16]([O:18][C:19]([CH3:22])([CH3:21])[CH3:20])=[O:17])[CH2:2][CH2:3]3.